This data is from HIV replication inhibition screening data with 41,000+ compounds from the AIDS Antiviral Screen. The task is: Binary Classification. Given a drug SMILES string, predict its activity (active/inactive) in a high-throughput screening assay against a specified biological target. (1) The result is 0 (inactive). The drug is CCCC[N+](CCCC)=c1cc(-c2ccc(Cl)cc2)ss1.[O-][Cl+3]([O-])([O-])O. (2) The molecule is CC(=O)OC1=NN=C2COC(c3ccccc3OC(C)=O)=NN2C1. The result is 0 (inactive).